This data is from Reaction yield outcomes from USPTO patents with 853,638 reactions. The task is: Predict the reaction yield, written as a fraction of the theoretical maximum amount of product (1.0 means a 100% yield; for example, 0.34 means a 34% yield). (1) The catalyst is CN(C=O)C.C1C=CC([P]([Pd]([P](C2C=CC=CC=2)(C2C=CC=CC=2)C2C=CC=CC=2)([P](C2C=CC=CC=2)(C2C=CC=CC=2)C2C=CC=CC=2)[P](C2C=CC=CC=2)(C2C=CC=CC=2)C2C=CC=CC=2)(C2C=CC=CC=2)C2C=CC=CC=2)=CC=1. The product is [F:35][C:33]1[CH:34]=[C:29]([C:16]#[C:15][CH:14]=[C:11]2[CH2:12][CH2:13][N:8]([C:6]3[C:5]([N+:17]([O-:19])=[O:18])=[CH:4][CH:3]=[C:2]([CH3:1])[N:7]=3)[CH2:9][CH2:10]2)[CH:30]=[C:31]([F:36])[CH:32]=1. The reactants are [CH3:1][C:2]1[N:7]=[C:6]([N:8]2[CH2:13][CH2:12][C:11](=[CH:14][C:15]#[CH:16])[CH2:10][CH2:9]2)[C:5]([N+:17]([O-:19])=[O:18])=[CH:4][CH:3]=1.O.O.O.C([O-])(=O)C.[Na+].Br[C:29]1[CH:34]=[C:33]([F:35])[CH:32]=[C:31]([F:36])[CH:30]=1. The yield is 0.737. (2) The reactants are [Cl:1][C:2]1[C:3](=[O:10])[NH:4][C:5]([CH3:9])=[CH:6][C:7]=1[OH:8].C1CCN2C(=NCCC2)CC1.[F:22][C:23]1[CH:30]=[C:29]([F:31])[CH:28]=[CH:27][C:24]=1[CH2:25]Br. The catalyst is CN1C(=O)CCC1. The product is [Cl:1][C:2]1[C:3](=[O:10])[NH:4][C:5]([CH3:9])=[CH:6][C:7]=1[O:8][CH2:25][C:24]1[CH:27]=[CH:28][C:29]([F:31])=[CH:30][C:23]=1[F:22]. The yield is 0.130. (3) The reactants are Cl.[CH:2]([N:5]1[C:9]([C:10]2[N:19]=[C:18]3[N:12]([CH2:13][CH2:14][O:15][C:16]4[CH:23]=[C:22]([CH:24]5[CH2:29][CH2:28][NH:27][CH2:26][CH2:25]5)[CH:21]=[CH:20][C:17]=43)[CH:11]=2)=[N:8][C:7]([CH3:30])=[N:6]1)([CH3:4])[CH3:3].OP([O-])([O-])=O.[Na+].[Na+].Br[CH2:39][CH2:40][O:41]C1CCCCO1.[I-].[K+]. The catalyst is CN(C=O)C.C(N(CC)CC)C. The product is [CH:2]([N:5]1[C:9]([C:10]2[N:19]=[C:18]3[C:17]4[CH:20]=[CH:21][C:22]([CH:24]5[CH2:29][CH2:28][N:27]([CH2:39][CH2:40][OH:41])[CH2:26][CH2:25]5)=[CH:23][C:16]=4[O:15][CH2:14][CH2:13][N:12]3[CH:11]=2)=[N:8][C:7]([CH3:30])=[N:6]1)([CH3:4])[CH3:3]. The yield is 0.310. (4) The reactants are [Br:1][C:2]1[CH:7]=[CH:6][C:5]([NH:8][C:9]2[C:10]([C:17](O)=[O:18])=[CH:11][N:12]([CH3:16])[C:13](=[O:15])[CH:14]=2)=[C:4]([F:20])[CH:3]=1.CC[N:23]=C=NCCCN(C)C.C1C=CC2N(O)N=NC=2C=1.[NH4+].[Cl-].CCN(CC)CC. The catalyst is CN(C=O)C.CCOC(C)=O. The product is [Br:1][C:2]1[CH:7]=[CH:6][C:5]([NH:8][C:9]2[C:10]([C:17]([NH2:23])=[O:18])=[CH:11][N:12]([CH3:16])[C:13](=[O:15])[CH:14]=2)=[C:4]([F:20])[CH:3]=1. The yield is 0.760. (5) The reactants are [N:1]1([CH2:7][CH2:8][O:9][C:10]2[CH:15]=[CH:14][C:13]([NH2:16])=[CH:12][CH:11]=2)[CH2:6][CH2:5][CH2:4][CH2:3][CH2:2]1.[CH3:17][C:18]1[CH:26]=[CH:25][CH:24]=[C:23]2[C:19]=1[C:20](=[CH:28]O)[C:21](=[O:27])[NH:22]2. No catalyst specified. The product is [CH3:17][C:18]1[CH:26]=[CH:25][CH:24]=[C:23]2[C:19]=1[C:20](=[CH:28][NH:16][C:13]1[CH:12]=[CH:11][C:10]([O:9][CH2:8][CH2:7][N:1]3[CH2:2][CH2:3][CH2:4][CH2:5][CH2:6]3)=[CH:15][CH:14]=1)[C:21](=[O:27])[NH:22]2. The yield is 0.490. (6) The reactants are [CH3:1][C@H:2]1[CH2:11][NH:10][C:9]2[C:4](=[CH:5][CH:6]=[C:7]([B:12]3[O:16][C:15]([CH3:18])([CH3:17])[C:14]([CH3:20])([CH3:19])[O:13]3)[CH:8]=2)[N:3]1[C:21](=[O:23])[CH3:22].C(N(CC)C(C)C)(C)C.[O:33]1[CH:37]=[CH:36][CH:35]=[C:34]1[C:38](Cl)=[O:39]. The catalyst is O1CCOCC1. The product is [O:33]1[CH:37]=[CH:36][CH:35]=[C:34]1[C:38]([N:10]1[C:9]2[C:4](=[CH:5][CH:6]=[C:7]([B:12]3[O:16][C:15]([CH3:17])([CH3:18])[C:14]([CH3:20])([CH3:19])[O:13]3)[CH:8]=2)[N:3]([C:21](=[O:23])[CH3:22])[C@@H:2]([CH3:1])[CH2:11]1)=[O:39]. The yield is 0.660.